From a dataset of Catalyst prediction with 721,799 reactions and 888 catalyst types from USPTO. Predict which catalyst facilitates the given reaction. (1) Reactant: [Br:1][C:2]1[N:7]=[C:6]([C:8](=[O:11])[CH2:9][OH:10])[CH:5]=[CH:4][CH:3]=1.[BH4-].[Na+]. Product: [Br:1][C:2]1[N:7]=[C:6]([CH:8]([OH:11])[CH2:9][OH:10])[CH:5]=[CH:4][CH:3]=1. The catalyst class is: 8. (2) Product: [Cl:1][C:2]1[C:7]([Cl:8])=[C:6]([C:9]([OH:18])([C:14]([F:17])([F:16])[F:15])[C:10]([F:11])([F:12])[F:13])[CH:5]=[CH:4][C:3]=1[C:19]1[S:23][C:22]([C:24]([O-:26])=[O:25])=[N:21][C:20]=1[C:29]([N:31]1[CH2:36][CH2:35][CH:34]([F:37])[CH2:33][CH2:32]1)=[O:30].[Li+:38]. The catalyst class is: 24. Reactant: [Cl:1][C:2]1[C:7]([Cl:8])=[C:6]([C:9]([OH:18])([C:14]([F:17])([F:16])[F:15])[C:10]([F:13])([F:12])[F:11])[CH:5]=[CH:4][C:3]=1[C:19]1[S:23][C:22]([C:24]([O:26]CC)=[O:25])=[N:21][C:20]=1[C:29]([N:31]1[CH2:36][CH2:35][CH:34]([F:37])[CH2:33][CH2:32]1)=[O:30].[Li+:38].[OH-]. (3) Reactant: [CH3:1][O:2][C:3]1[CH:22]=[CH:21][C:6]([CH2:7][O:8][C:9]2[CH:14]=[CH:13][CH:12]=[C:11]([N+:15]([O-])=O)[C:10]=2[C:18](=[O:20])[CH3:19])=[CH:5][CH:4]=1.[Cl-].[NH4+]. Product: [NH2:15][C:11]1[CH:12]=[CH:13][CH:14]=[C:9]([O:8][CH2:7][C:6]2[CH:21]=[CH:22][C:3]([O:2][CH3:1])=[CH:4][CH:5]=2)[C:10]=1[C:18](=[O:20])[CH3:19]. The catalyst class is: 190. (4) The catalyst class is: 57. Reactant: [CH3:1][O:2][C:3]1[C:4](=[O:11])[CH2:5][CH2:6][C:7]([CH3:10])([CH3:9])[CH:8]=1.[C:12](OCC)(=[O:18])[C:13]([O:15][CH2:16][CH3:17])=[O:14].[Li+].C[Si]([N-][Si](C)(C)C)(C)C. Product: [CH3:1][O:2][C:3]1[C:4](=[O:11])[CH:5]([C:12](=[O:18])[C:13]([O:15][CH2:16][CH3:17])=[O:14])[CH2:6][C:7]([CH3:9])([CH3:10])[CH:8]=1. (5) Reactant: [NH2:1][C:2]1[CH:7]=[C:6]([Br:8])[CH:5]=[CH:4][C:3]=1[NH:9][CH2:10][CH2:11][OH:12].[C:13]([NH:20][CH2:21][C:22](O)=[O:23])([O:15][C:16]([CH3:19])([CH3:18])[CH3:17])=[O:14].CN(C(ON1N=NC2C=CC=NC1=2)=[N+](C)C)C.F[P-](F)(F)(F)(F)F.CCN(C(C)C)C(C)C. Product: [Br:8][C:6]1[CH:5]=[CH:4][C:3]([NH:9][CH2:10][CH2:11][OH:12])=[C:2]([NH:1][C:22](=[O:23])[CH2:21][NH:20][C:13](=[O:14])[O:15][C:16]([CH3:17])([CH3:18])[CH3:19])[CH:7]=1. The catalyst class is: 2.